This data is from Full USPTO retrosynthesis dataset with 1.9M reactions from patents (1976-2016). The task is: Predict the reactants needed to synthesize the given product. (1) Given the product [C:12]([O:17][CH:18]([O:22][C:23]([NH:11][CH2:10][C@H:2]1[CH2:3][CH2:4][C@H:5]([C:7]([OH:9])=[O:8])[CH2:6][CH2:1]1)=[O:24])[CH2:19][CH2:20][CH3:21])(=[O:16])[CH2:13][CH2:14][CH3:15], predict the reactants needed to synthesize it. The reactants are: [CH2:1]1[CH2:6][C@H:5]([C:7]([OH:9])=[O:8])[CH2:4][CH2:3][C@H:2]1[CH2:10][NH2:11].[C:12]([O:17][CH:18]([O:22][C:23](ON1C(=O)CCC1=O)=[O:24])[CH2:19][CH2:20][CH3:21])(=[O:16])[CH2:13][CH2:14][CH3:15]. (2) Given the product [CH2:28]([N:12]1[C:11]([O:18][C:19]2[CH:20]=[C:21]([CH:24]=[C:25]([CH3:27])[CH:26]=2)[C:22]#[N:23])=[C:10]([CH:7]([CH3:9])[CH3:8])[C:15](=[O:16])[NH:14][C:13]1=[O:17])[CH2:29][CH2:30][CH3:31], predict the reactants needed to synthesize it. The reactants are: C(=O)([O-])[O-].[K+].[K+].[CH:7]([C:10]1[C:15](=[O:16])[NH:14][C:13](=[O:17])[NH:12][C:11]=1[O:18][C:19]1[CH:20]=[C:21]([CH:24]=[C:25]([CH3:27])[CH:26]=1)[C:22]#[N:23])([CH3:9])[CH3:8].[CH2:28](I)[CH2:29][CH2:30][CH3:31].